From a dataset of Forward reaction prediction with 1.9M reactions from USPTO patents (1976-2016). Predict the product of the given reaction. (1) Given the reactants C(OC([NH:8][CH2:9][C:10]1[C:11]([CH2:27][CH:28]([CH3:30])[CH3:29])=[N:12][C:13]([CH3:26])=[C:14]([C:18]=1[C:19]1[CH:24]=[CH:23][C:22]([CH3:25])=[CH:21][CH:20]=1)[C:15]([OH:17])=[O:16])=O)(C)(C)C.O1CCOCC1.[ClH:37], predict the reaction product. The product is: [ClH:37].[ClH:37].[NH2:8][CH2:9][C:10]1[C:11]([CH2:27][CH:28]([CH3:30])[CH3:29])=[N:12][C:13]([CH3:26])=[C:14]([C:18]=1[C:19]1[CH:24]=[CH:23][C:22]([CH3:25])=[CH:21][CH:20]=1)[C:15]([OH:17])=[O:16]. (2) Given the reactants CO.[CH3:3][C@@H:4]1[CH:11]=[CH:10][CH2:9][C:6]2([CH2:8][CH2:7]2)[C@@H:5]1[C:12](=[O:14])[CH3:13].[NH4+].[Cl-], predict the reaction product. The product is: [CH3:3][C@@H:4]1[CH:11]=[CH:10][CH2:9][C:6]2([CH2:7][CH2:8]2)[C@H:5]1[C:12](=[O:14])[CH3:13]. (3) Given the reactants [C:1]([C:5]1[CH:9]=[C:8]([NH2:10])[NH:7][N:6]=1)([CH3:4])([CH3:3])[CH3:2].[C:11]([C:13](=[CH:19]OCC)[C:14]([O:16][CH2:17][CH3:18])=[O:15])#[N:12], predict the reaction product. The product is: [NH2:12][C:11]1[N:7]2[N:6]=[C:5]([C:1]([CH3:4])([CH3:3])[CH3:2])[CH:9]=[C:8]2[N:10]=[CH:19][C:13]=1[C:14]([O:16][CH2:17][CH3:18])=[O:15]. (4) Given the reactants [C:1]([C:9]([O:11][CH2:12][CH3:13])=[O:10])(=[O:8])[C:2]1[CH:7]=[CH:6][CH:5]=[CH:4][CH:3]=1.[CH2:14]([O:21][C:22]1[CH:23]=[C:24]([Mg]Br)[CH:25]=[CH:26][CH:27]=1)[C:15]1[CH:20]=[CH:19][CH:18]=[CH:17][CH:16]=1, predict the reaction product. The product is: [CH2:14]([O:21][C:22]1[CH:23]=[C:24]([C:1]([OH:8])([C:2]2[CH:3]=[CH:4][CH:5]=[CH:6][CH:7]=2)[C:9]([O:11][CH2:12][CH3:13])=[O:10])[CH:25]=[CH:26][CH:27]=1)[C:15]1[CH:20]=[CH:19][CH:18]=[CH:17][CH:16]=1. (5) Given the reactants [CH3:1][C:2]1[CH:7]=[CH:6][N:5]=[CH:4][C:3]=1[N:8]1[CH2:12][CH2:11][NH:10][C:9]1=[O:13].Br[C:15]1[CH:16]=[C:17]2[C:22](=[CH:23][CH:24]=1)[N:21]=[C:20]([CH3:25])[CH:19]=[CH:18]2.N[C@@H]1CCCC[C@H]1N.P([O-])([O-])([O-])=O.[K+].[K+].[K+], predict the reaction product. The product is: [CH3:1][C:2]1[CH:7]=[CH:6][N:5]=[CH:4][C:3]=1[N:8]1[CH2:12][CH2:11][N:10]([C:15]2[CH:16]=[C:17]3[C:22](=[CH:23][CH:24]=2)[N:21]=[C:20]([CH3:25])[CH:19]=[CH:18]3)[C:9]1=[O:13]. (6) Given the reactants [O:1]1[CH2:5][CH2:4][CH2:3][C@H:2]1[C:6]([OH:8])=[O:7].S(=O)(=O)(O)O.[CH3:14]O, predict the reaction product. The product is: [O:1]1[CH2:5][CH2:4][CH2:3][C@H:2]1[C:6]([O:8][CH3:14])=[O:7]. (7) Given the reactants [CH2:1]([O:8][C:9]1[N:10]=[N:11][C:12]([C:23]#[CH:24])=[CH:13][C:14]=1[O:15][CH2:16][C:17]1[CH:22]=[CH:21][CH:20]=[CH:19][CH:18]=1)[C:2]1[CH:7]=[CH:6][CH:5]=[CH:4][CH:3]=1.Br[C:26]1[CH:31]=[CH:30][C:29]([C:32]([F:35])([F:34])[F:33])=[CH:28][N:27]=1.C(N(CC)CC)C, predict the reaction product. The product is: [CH2:1]([O:8][C:9]1[N:10]=[N:11][C:12]([C:23]#[C:24][C:26]2[CH:31]=[CH:30][C:29]([C:32]([F:35])([F:34])[F:33])=[CH:28][N:27]=2)=[CH:13][C:14]=1[O:15][CH2:16][C:17]1[CH:22]=[CH:21][CH:20]=[CH:19][CH:18]=1)[C:2]1[CH:3]=[CH:4][CH:5]=[CH:6][CH:7]=1. (8) Given the reactants [O:1]1[CH2:3][CH:2]1[C:4]1[CH:12]=[CH:11][C:10]([C:13]#[N:14])=[C:9]2[C:5]=1[CH:6]=[CH:7][N:8]2[S:15]([C:18]1[CH:24]=[CH:23][C:21]([CH3:22])=[CH:20][CH:19]=1)(=[O:17])=[O:16].[NH2:25][CH2:26][CH2:27][OH:28], predict the reaction product. The product is: [OH:1][CH:2]([C:4]1[CH:12]=[CH:11][C:10]([C:13]#[N:14])=[C:9]2[C:5]=1[CH:6]=[CH:7][N:8]2[S:15]([C:18]1[CH:19]=[CH:20][C:21]([CH3:22])=[CH:23][CH:24]=1)(=[O:16])=[O:17])[CH2:3][NH:25][CH2:26][CH2:27][OH:28].